This data is from Forward reaction prediction with 1.9M reactions from USPTO patents (1976-2016). The task is: Predict the product of the given reaction. (1) Given the reactants C(C1OC[C@@H](C2C=CC=CC=2)N=1)(C1OC[C@@H](C2C=CC=CC=2)N=1)(C)C.[CH3:26][O:27][C:28]1[CH:33]=[CH:32][C:31]([C:34]([C:58]2[CH:63]=[CH:62][C:61]([O:64][CH3:65])=[CH:60][CH:59]=2)([C:52]2[CH:57]=[CH:56][CH:55]=[CH:54][CH:53]=2)[O:35][CH2:36][C@H:37]2[O:41][C@@H:40]([N:42]3[CH:49]=[CH:48][C:46](=[O:47])[NH:45][C:43]3=[O:44])[C@H:39]([OH:50])[C@@H:38]2[OH:51])=[CH:30][CH:29]=1.[C:66]1([N:72]=[C:73]=[O:74])[CH:71]=[CH:70][CH:69]=[CH:68][CH:67]=1.COC1C=CC(C(C2C=CC(OC)=CC=2)(C2C=CC=CC=2)OC[C@H]2O[C@@H](N3C=CC(=O)NC3=O)[C@H](OC(=O)NC3C=CC=CC=3)[C@@H]2O)=CC=1, predict the reaction product. The product is: [CH3:26][O:27][C:28]1[CH:29]=[CH:30][C:31]([C:34]([C:58]2[CH:59]=[CH:60][C:61]([O:64][CH3:65])=[CH:62][CH:63]=2)([C:52]2[CH:57]=[CH:56][CH:55]=[CH:54][CH:53]=2)[O:35][CH2:36][C@H:37]2[O:41][C@@H:40]([N:42]3[CH:49]=[CH:48][C:46](=[O:47])[NH:45][C:43]3=[O:44])[C@H:39]([OH:50])[C@@H:38]2[O:51][C:73](=[O:74])[NH:72][C:66]2[CH:71]=[CH:70][CH:69]=[CH:68][CH:67]=2)=[CH:32][CH:33]=1. (2) Given the reactants C(OC([N:8]1[CH2:24][CH2:23][C:11]2[NH:12][C:13]3[C:14]([S:19]([CH3:22])(=[O:21])=[O:20])=[CH:15][CH:16]=[CH:17][C:18]=3[C:10]=2[CH2:9]1)=O)(C)(C)C.Cl, predict the reaction product. The product is: [CH3:22][S:19]([C:14]1[C:13]2[NH:12][C:11]3[CH2:23][CH2:24][NH:8][CH2:9][C:10]=3[C:18]=2[CH:17]=[CH:16][CH:15]=1)(=[O:20])=[O:21]. (3) Given the reactants [OH:1][CH:2]1[CH2:6][NH:5][C:4](=[O:7])[CH2:3]1.N1C=CN=C1.[Si:13](Cl)([C:16]([CH3:19])([CH3:18])[CH3:17])([CH3:15])[CH3:14].O, predict the reaction product. The product is: [Si:13]([O:1][C@H:2]1[CH2:6][NH:5][C:4](=[O:7])[CH2:3]1)([C:16]([CH3:19])([CH3:18])[CH3:17])([CH3:15])[CH3:14]. (4) Given the reactants [C:1]1([C@H:7]([CH2:11][CH3:12])[C:8]([OH:10])=O)[CH:6]=[CH:5][CH:4]=[CH:3][CH:2]=1.C(N(C(C)C)CC)(C)C.F[P-](F)(F)(F)(F)F.N1(O[P+](N2CCCC2)(N2CCCC2)N2CCCC2)C2C=CC=CC=2N=N1.[F:55][C:56]1[CH:61]=[CH:60][C:59]([C:62]([F:65])([F:64])[F:63])=[CH:58][C:57]=1[CH2:66][NH2:67], predict the reaction product. The product is: [F:55][C:56]1[CH:61]=[CH:60][C:59]([C:62]([F:63])([F:64])[F:65])=[CH:58][C:57]=1[CH2:66][NH:67][C:8](=[O:10])[C@H:7]([C:1]1[CH:2]=[CH:3][CH:4]=[CH:5][CH:6]=1)[CH2:11][CH3:12]. (5) Given the reactants [BH4-].[Na+].CO.[CH2:5]([N:7]1[C:13](=[O:14])[C:12]([CH3:16])([CH3:15])[C:11](=[O:17])[N:10]([CH3:18])[C:9]2[CH:19]=[C:20]([CH2:23][N:24]([CH2:38][C:39]3[CH:46]=[CH:45][CH:44]=[CH:43][C:40]=3[CH:41]=[O:42])[CH2:25][CH2:26][N:27]3[CH:32]=[CH:31][C:30]4[O:33][C:34]([CH3:36])=[CH:35][C:29]=4[C:28]3=[O:37])[CH:21]=[CH:22][C:8]1=2)[CH3:6], predict the reaction product. The product is: [CH2:5]([N:7]1[C:13](=[O:14])[C:12]([CH3:16])([CH3:15])[C:11](=[O:17])[N:10]([CH3:18])[C:9]2[CH:19]=[C:20]([CH2:23][N:24]([CH2:38][C:39]3[CH:46]=[CH:45][CH:44]=[CH:43][C:40]=3[CH2:41][OH:42])[CH2:25][CH2:26][N:27]3[CH:32]=[CH:31][C:30]4[O:33][C:34]([CH3:36])=[CH:35][C:29]=4[C:28]3=[O:37])[CH:21]=[CH:22][C:8]1=2)[CH3:6]. (6) Given the reactants [Br:1][C:2]1[CH:3]=[C:4]([OH:8])[CH:5]=[CH:6][CH:7]=1.Br[CH2:10][CH2:11][NH:12][C:13](=[O:19])[O:14][C:15]([CH3:18])([CH3:17])[CH3:16].C(=O)([O-])[O-].[Cs+].[Cs+], predict the reaction product. The product is: [Br:1][C:2]1[CH:3]=[C:4]([CH:5]=[CH:6][CH:7]=1)[O:8][CH2:10][CH2:11][NH:12][C:13](=[O:19])[O:14][C:15]([CH3:18])([CH3:17])[CH3:16]. (7) Given the reactants [F:1][C:2]([F:21])([F:20])[C:3]1[CH:4]=[C:5]([C@@H:13]2[O:17][C:16](=[O:18])[NH:15][C@H:14]2[CH3:19])[CH:6]=[C:7]([C:9]([F:12])([F:11])[F:10])[CH:8]=1.C[Si]([N-][Si](C)(C)C)(C)C.[Na+].[CH3:32][O:33][C:34]1[C:35]([C:43]2[CH:48]=[CH:47][C:46]([C:49]([F:52])([F:51])[F:50])=[CH:45][C:44]=2[CH2:53]Br)=[CH:36][C:37]([CH:40]([CH3:42])[CH3:41])=[CH:38][CH:39]=1, predict the reaction product. The product is: [F:21][C:2]([F:1])([F:20])[C:3]1[CH:4]=[C:5]([C@@H:13]2[O:17][C:16](=[O:18])[N:15]([CH2:53][C:44]3[CH:45]=[C:46]([C:49]([F:50])([F:51])[F:52])[CH:47]=[CH:48][C:43]=3[C:35]3[CH:36]=[C:37]([CH:40]([CH3:42])[CH3:41])[CH:38]=[CH:39][C:34]=3[O:33][CH3:32])[C@H:14]2[CH3:19])[CH:6]=[C:7]([C:9]([F:10])([F:11])[F:12])[CH:8]=1.